From a dataset of Forward reaction prediction with 1.9M reactions from USPTO patents (1976-2016). Predict the product of the given reaction. (1) The product is: [NH2:1][CH2:4][C:5]1[CH:6]=[CH:7][C:8]([S:11]([NH:14][CH3:15])(=[O:13])=[O:12])=[CH:9][CH:10]=1. Given the reactants [N:1]([CH2:4][C:5]1[CH:10]=[CH:9][C:8]([S:11]([NH:14][CH3:15])(=[O:13])=[O:12])=[CH:7][CH:6]=1)=[N+]=[N-].C1CCC=CC=1, predict the reaction product. (2) Given the reactants [CH2:1]([O:3][C:4]([C:6]1[CH:15](C2C=CC=CC=2Cl)[C:14]2[C:13](=[O:23])[CH2:12][C:11]([CH3:25])([CH3:24])[CH2:10][C:9]=2[NH:8][C:7]=1[CH2:26][O:27][CH2:28][CH2:29][N:30]=[N+]=[N-])=[O:5])[CH3:2].[Sn](Cl)Cl.C([O-])(O)=O.[Na+].[CH2:41]([Cl:43])Cl.CO, predict the reaction product. The product is: [CH2:1]([O:3][C:4]([C:6]1[CH2:15][C:14]2[C:13](=[O:23])[CH2:12][C:11]([CH3:25])([CH3:24])[CH2:10][C:9]=2[N:8]([C:14]2[CH:15]=[CH:6][CH:7]=[CH:26][C:41]=2[Cl:43])[C:7]=1[CH2:26][O:27][CH2:28][CH2:29][NH2:30])=[O:5])[CH3:2].